Dataset: NCI-60 drug combinations with 297,098 pairs across 59 cell lines. Task: Regression. Given two drug SMILES strings and cell line genomic features, predict the synergy score measuring deviation from expected non-interaction effect. Drug 1: C1=NC2=C(N=C(N=C2N1C3C(C(C(O3)CO)O)O)F)N. Drug 2: CCN(CC)CCNC(=O)C1=C(NC(=C1C)C=C2C3=C(C=CC(=C3)F)NC2=O)C. Cell line: NCI-H322M. Synergy scores: CSS=-3.37, Synergy_ZIP=-0.372, Synergy_Bliss=-4.01, Synergy_Loewe=-6.45, Synergy_HSA=-5.21.